Task: Binary Classification. Given a drug SMILES string, predict its activity (active/inactive) in a high-throughput screening assay against a specified biological target.. Dataset: Orexin1 receptor HTS with 218,158 compounds and 233 confirmed actives (1) The drug is O=C1N(C(=O)NC1(C1CC1)C)CC(=O)Nc1c([N+]([O-])=O)cc(cc1)C. The result is 0 (inactive). (2) The molecule is O=C(Nc1cc2CCCc2cc1)C(NC(=O)c1cc(OC)cc(OC)c1)C(C)C. The result is 0 (inactive).